Dataset: Peptide-MHC class I binding affinity with 185,985 pairs from IEDB/IMGT. Task: Regression. Given a peptide amino acid sequence and an MHC pseudo amino acid sequence, predict their binding affinity value. This is MHC class I binding data. (1) The peptide sequence is MAIHRSLTK. The MHC is HLA-A24:03 with pseudo-sequence HLA-A24:03. The binding affinity (normalized) is 0.213. (2) The peptide sequence is PSSDVVAEY. The MHC is HLA-A01:01 with pseudo-sequence HLA-A01:01. The binding affinity (normalized) is 0.712.